This data is from Full USPTO retrosynthesis dataset with 1.9M reactions from patents (1976-2016). The task is: Predict the reactants needed to synthesize the given product. (1) The reactants are: [C:1]([C:5]1[O:9][N:8]=[C:7]([NH:10][C:11](=[O:40])[NH:12][C:13]2[CH:18]=[CH:17][C:16]([NH:19][C:20](=[O:39])[C:21]3[CH:26]=[CH:25][CH:24]=[C:23]([CH2:27][N:28]4C(=O)C5C(=CC=CC=5)C4=O)[N:22]=3)=[CH:15][CH:14]=2)[CH:6]=1)([CH3:4])([CH3:3])[CH3:2].O.NN.[ClH:44]. Given the product [ClH:44].[NH2:28][CH2:27][C:23]1[N:22]=[C:21]([C:20]([NH:19][C:16]2[CH:15]=[CH:14][C:13]([NH:12][C:11]([NH:10][C:7]3[CH:6]=[C:5]([C:1]([CH3:4])([CH3:3])[CH3:2])[O:9][N:8]=3)=[O:40])=[CH:18][CH:17]=2)=[O:39])[CH:26]=[CH:25][CH:24]=1, predict the reactants needed to synthesize it. (2) Given the product [CH3:10][O:11][C:12](=[O:13])[C:8]([OH:9])=[CH:7][C:6](=[O:16])[N:5]([CH2:4][C:3]1[CH:19]=[CH:20][CH:21]=[CH:22][C:2]=1[F:1])[O:17][CH3:18], predict the reactants needed to synthesize it. The reactants are: [F:1][C:2]1[CH:22]=[CH:21][CH:20]=[CH:19][C:3]=1[CH2:4][N:5]([O:17][CH3:18])[C:6](=[O:16])[CH:7]=[C:8]1[C:12](=[O:13])[O:11][C:10](C)(C)[O:9]1. (3) Given the product [C:13]([O:12][C:10]([NH:1][C@H:2]([CH2:3][CH:4]([CH3:5])[CH3:6])[C:7]([NH:19][NH:18][C:17]([O:21][CH2:22][CH:23]1[C:24]2[CH:25]=[CH:26][CH:27]=[CH:28][C:29]=2[C:30]2[C:35]1=[CH:34][CH:33]=[CH:32][CH:31]=2)=[O:20])=[O:9])=[O:11])([CH3:16])([CH3:15])[CH3:14], predict the reactants needed to synthesize it. The reactants are: [NH:1]([C:10]([O:12][C:13]([CH3:16])([CH3:15])[CH3:14])=[O:11])[C@@H:2]([C:7]([OH:9])=O)[CH2:3][CH:4]([CH3:6])[CH3:5].[C:17]([O:21][CH2:22][CH:23]1[C:35]2[CH:34]=[CH:33][CH:32]=[CH:31][C:30]=2[C:29]2[C:24]1=[CH:25][CH:26]=[CH:27][CH:28]=2)(=[O:20])[NH:18][NH2:19].C1C=NC2N(O)N=NC=2C=1.N1C(C)=CC(C)=CC=1C.CC(C)N=C=NC(C)C. (4) Given the product [C:1]([O:5][C:6](=[O:27])[C:7]1[CH:12]=[CH:11][C:10]([S:13][CH2:14][CH2:15][CH2:16][CH2:17][CH2:18][CH2:19][CH2:20][CH2:21][CH2:22][C:23]([OH:25])=[O:24])=[CH:9][CH:8]=1)([CH3:4])([CH3:2])[CH3:3], predict the reactants needed to synthesize it. The reactants are: [C:1]([O:5][C:6](=[O:27])[C:7]1[CH:12]=[CH:11][C:10]([S:13][CH2:14][CH2:15][CH2:16][CH2:17][CH2:18][CH2:19][CH2:20][CH2:21][CH2:22][C:23]([O:25]C)=[O:24])=[CH:9][CH:8]=1)([CH3:4])([CH3:3])[CH3:2].[OH-].[Na+].Cl.CCOC(C)=O. (5) Given the product [Cl:9][CH2:10][CH2:11][N:12]([CH2:13][CH2:14][Cl:15])[S:17]([CH3:16])(=[O:19])=[O:18], predict the reactants needed to synthesize it. The reactants are: C(N(CC)CC)C.Cl.[Cl:9][CH2:10][CH2:11][NH:12][CH2:13][CH2:14][Cl:15].[CH3:16][S:17](Cl)(=[O:19])=[O:18]. (6) Given the product [CH3:42][C@H:41]([N:40]([CH2:37][CH2:38][CH3:39])[CH2:46][CH2:47][CH3:48])[C:43]([N:8]1[C:9]2[C:5](=[CH:4][C:3]([O:2][CH3:1])=[C:11]([N+:12]([O-:14])=[O:13])[CH:10]=2)[CH2:6][CH2:7]1)=[O:44], predict the reactants needed to synthesize it. The reactants are: [CH3:1][O:2][C:3]1[CH:4]=[C:5]2[C:9](=[CH:10][C:11]=1[N+:12]([O-:14])=[O:13])[NH:8][CH2:7][CH2:6]2.CCN=C=NCCCN(C)C.Cl.C1C=CC2N(O)N=NC=2C=1.[CH2:37]([N:40]([CH2:46][CH2:47][CH3:48])[C@H:41]([C:43](O)=[O:44])[CH3:42])[CH2:38][CH3:39]. (7) The reactants are: [Cl:1][C:2]1[CH:3]=[CH:4][C:5](F)=[C:6]([CH:9]=1)[C:7]#[N:8].[CH3:11][CH:12]([S-:14])[CH3:13].[Na+].Cl. Given the product [Cl:1][C:2]1[CH:3]=[CH:4][C:5]([S:14][CH:12]([CH3:13])[CH3:11])=[C:6]([CH:9]=1)[C:7]#[N:8], predict the reactants needed to synthesize it.